Dataset: PAMPA (Parallel Artificial Membrane Permeability Assay) permeability data from NCATS. Task: Regression/Classification. Given a drug SMILES string, predict its absorption, distribution, metabolism, or excretion properties. Task type varies by dataset: regression for continuous measurements (e.g., permeability, clearance, half-life) or binary classification for categorical outcomes (e.g., BBB penetration, CYP inhibition). Dataset: pampa_ncats. (1) The molecule is CCC1=CC=C(C=C1)N2C3=C(C(SCC(=O)N3)C4=CC=CC=C4C)C(=N2)C. The result is 1 (high permeability). (2) The molecule is CCOC1=C(C=C(C=C1)CCNC(=O)C2=CC3=CC=CC=C3N2CC4=CC=CC=N4)OCC. The result is 1 (high permeability). (3) The drug is CC1=CC=C(C=C1)N2C(=CC(=C2C)C3=NN=C4N3CCCCC4)C. The result is 1 (high permeability). (4) The compound is C1=CC=C(C(=C1)C2C3C(=NC4=CC=CC=C4S2)C5=CC=CC=C5C3=O)F. The result is 0 (low-to-moderate permeability).